From a dataset of Forward reaction prediction with 1.9M reactions from USPTO patents (1976-2016). Predict the product of the given reaction. (1) Given the reactants Br[C:2]1[CH:3]=[C:4]([C:23]([O:25][CH3:26])=[O:24])[C:5]2[O:9][C:8]([C:16]3[CH:21]=[CH:20][CH:19]=[CH:18][CH:17]=3)([C:10]3[CH:15]=[CH:14][CH:13]=[CH:12][CH:11]=3)[O:7][C:6]=2[CH:22]=1.B1(B2OC(C)(C)C(C)(C)O2)OC(C)(C)C(C)(C)O1.CC([O-])=O.[K+].Br[CH2:51][C:52]1[CH:57]=[CH:56][C:55]([CH3:58])=[CH:54][CH:53]=1.C([O-])([O-])=O.[K+].[K+], predict the reaction product. The product is: [C:16]1([C:8]2([C:10]3[CH:15]=[CH:14][CH:13]=[CH:12][CH:11]=3)[O:7][C:6]3[CH:22]=[C:2]([CH2:51][C:52]4[CH:57]=[CH:56][C:55]([CH3:58])=[CH:54][CH:53]=4)[CH:3]=[C:4]([C:23]([O:25][CH3:26])=[O:24])[C:5]=3[O:9]2)[CH:17]=[CH:18][CH:19]=[CH:20][CH:21]=1. (2) Given the reactants [Br:1]C1C(N2CCOCC2)=NC(NC2C=C(F)C=C(F)C=2)=NC=1.[CH2:23]([O:25][C:26]([C:28]1C=[N:30][CH:31]=[C:32](B(O)O)[CH:33]=1)=[O:27])C.[CH:37]1(P([CH:37]2[CH2:42]CC[CH2:39][CH2:38]2)C2C=CC=CC=2C2C(C(C)C)=CC(C(C)C)=CC=2C(C)C)[CH2:42]CC[CH2:39][CH2:38]1.C(=O)([O-])[O-].[Na+].[Na+], predict the reaction product. The product is: [Br:1][C:37]1[CH:42]=[C:31]2[C:32]([CH:33]=[C:28]([C:26]([O:25][CH3:23])=[O:27])[NH:30]2)=[CH:39][CH:38]=1. (3) Given the reactants [CH3:1]/[C:2](/[CH:6]=[CH:7]/[C:8]1[CH:13]=[CH:12][C:11]([C:14]([F:17])([F:16])[F:15])=[CH:10][CH:9]=1)=[CH:3]\[CH2:4][OH:5], predict the reaction product. The product is: [CH3:1]/[C:2](/[CH:6]=[CH:7]/[C:8]1[CH:9]=[CH:10][C:11]([C:14]([F:15])([F:16])[F:17])=[CH:12][CH:13]=1)=[CH:3]\[CH:4]=[O:5]. (4) Given the reactants [CH3:1][C@@H:2]1[CH2:6][CH2:5][CH2:4][N:3]1[CH2:7][CH2:8][CH2:9][O:10][C:11]1[CH:16]=[CH:15][C:14]([N:17]2[CH:21]=[C:20]([C:22]([N:24]3[CH2:29][CH2:28][O:27][CH2:26][CH2:25]3)=[O:23])[CH:19]=[N:18]2)=[CH:13][CH:12]=1.[ClH:30], predict the reaction product. The product is: [ClH:30].[CH3:1][C@@H:2]1[CH2:6][CH2:5][CH2:4][N:3]1[CH2:7][CH2:8][CH2:9][O:10][C:11]1[CH:16]=[CH:15][C:14]([N:17]2[CH:21]=[C:20]([C:22]([N:24]3[CH2:25][CH2:26][O:27][CH2:28][CH2:29]3)=[O:23])[CH:19]=[N:18]2)=[CH:13][CH:12]=1. (5) Given the reactants [Cl:1][C:2]1[CH:28]=[CH:27][C:5]2[S:6][CH:7]=[C:8]([CH2:9][N:10]3[C:18]4[C:13](=[CH:14][CH:15]=[CH:16][CH:17]=4)[C:12]([CH2:19][C:20]([NH:22][NH:23][C:24]([NH2:26])=[O:25])=O)=[CH:11]3)[C:4]=2[CH:3]=1.Cl, predict the reaction product. The product is: [Cl:1][C:2]1[CH:28]=[CH:27][C:5]2[S:6][CH:7]=[C:8]([CH2:9][N:10]3[C:18]4[C:13](=[CH:14][CH:15]=[CH:16][CH:17]=4)[C:12]([CH2:19][C:20]4[NH:26][C:24]([OH:25])=[N:23][N:22]=4)=[CH:11]3)[C:4]=2[CH:3]=1. (6) Given the reactants S([O:5][CH2:6][CH2:7][N:8]1[C:12]([NH2:13])=[C:11]([NH2:14])[CH:10]=[N:9]1)(O)(=O)=O.[C:15]([O:19][C:20]([NH:22][CH2:23][CH2:24][C@H:25]([OH:29])[C:26](O)=[O:27])=[O:21])([CH3:18])([CH3:17])[CH3:16].C(N(CC)CC)C.Cl.CN(C)CCCN=C=NCC, predict the reaction product. The product is: [NH2:13][C:12]1[N:8]([CH2:7][CH2:6][OH:5])[N:9]=[CH:10][C:11]=1[NH:14][C:26](=[O:27])[C@@H:25]([OH:29])[CH2:24][CH2:23][NH:22][C:20](=[O:21])[O:19][C:15]([CH3:16])([CH3:17])[CH3:18]. (7) Given the reactants NC1C(C)=CC=CC=1C(NCC#N)=O.[C:15]([CH2:17][NH:18][C:19](=[O:36])[C:20]1[CH:25]=[CH:24][CH:23]=[C:22]([CH3:26])[C:21]=1[NH:27][C:28]1[C:33]([Cl:34])=[CH:32][N:31]=[C:30]([Cl:35])[N:29]=1)#[N:16].ClC1N=C(Cl)C(Cl)=CN=1.C(=O)([O-])[O-].[K+].[K+].CN(C)C=O.[Cl-].[NH4+], predict the reaction product. The product is: [C:15]([CH2:17][NH:18][C:19](=[O:36])[C:20]1[CH:25]=[CH:24][CH:23]=[C:22]([CH3:26])[C:21]=1[NH:27][C:28]1[C:33]([Cl:34])=[CH:32][N:31]=[C:30]([Cl:35])[N:29]=1)#[N:16].